From a dataset of Full USPTO retrosynthesis dataset with 1.9M reactions from patents (1976-2016). Predict the reactants needed to synthesize the given product. (1) Given the product [CH:1]([C:4]1[C:16]2[O:15][N:14]=[C:13]([CH2:17][CH2:18][CH:19]3[CH2:20][CH2:21][N:22]([CH2:25][C:26]4[S:30][C:29]([C:31]#[N:32])=[CH:28][CH:27]=4)[CH2:23][CH2:24]3)[C:12]=2[CH:11]=[C:10]2[C:5]=1[CH:6]=[CH:7][CH:8]=[CH:9]2)=[O:47], predict the reactants needed to synthesize it. The reactants are: [CH:1](/[C:4]1[C:16]2[O:15][N:14]=[C:13]([CH2:17][CH2:18][CH:19]3[CH2:24][CH2:23][N:22]([CH2:25][C:26]4[S:30][C:29]([C:31]#[N:32])=[CH:28][CH:27]=4)[CH2:21][CH2:20]3)[C:12]=2[CH:11]=[C:10]2[C:5]=1[CH:6]=[CH:7][CH:8]=[CH:9]2)=C\C.C(/C1C2[O:47]N=C(CCC3CCN(CC4SC(C#N)=CC=4)CC3)C=2C=C2C=1C=CC=C2)=C/C. (2) Given the product [CH3:47][O:46][C:36](=[O:45])[C@H:37]([O:24][C:13]1[C:14](=[O:23])[N:15]([C:16]2[N:17]=[N:18][C:19]([CH3:22])=[CH:20][CH:21]=2)[C@@H:11]([C:8]2[CH:7]=[CH:6][C:5]([C:2]([F:1])([F:4])[CH3:3])=[CH:10][CH:9]=2)[C:12]=1[C:25](=[O:35])[C:26]1[CH:27]=[CH:28][C:29]([CH:32]([CH3:33])[CH3:34])=[CH:30][CH:31]=1)[C:39]1[CH:40]=[CH:41][CH:42]=[CH:43][CH:44]=1, predict the reactants needed to synthesize it. The reactants are: [F:1][C:2]([C:5]1[CH:10]=[CH:9][C:8]([CH:11]2[N:15]([C:16]3[N:17]=[N:18][C:19]([CH3:22])=[CH:20][CH:21]=3)[C:14](=[O:23])[C:13]([OH:24])=[C:12]2[C:25](=[O:35])[C:26]2[CH:31]=[CH:30][C:29]([CH:32]([CH3:34])[CH3:33])=[CH:28][CH:27]=2)=[CH:7][CH:6]=1)([F:4])[CH3:3].[C:36]([O:46][CH3:47])(=[O:45])[C@H:37]([C:39]1[CH:44]=[CH:43][CH:42]=[CH:41][CH:40]=1)O. (3) Given the product [C:1]([O:5][C:6](=[O:31])[NH:7][C@H:8]([CH2:22][C:23]1[CH:28]=[C:27]([F:29])[CH:26]=[CH:25][C:24]=1[F:30])[C@@H:9]([OH:21])[CH2:10][C:11]1[C:16]([NH:17][C:18](=[O:20])[CH3:19])=[CH:15][CH:14]=[CH:13][N:12]=1)([CH3:2])([CH3:3])[CH3:4], predict the reactants needed to synthesize it. The reactants are: [C:1]([O:5][C:6](=[O:31])[NH:7][C@H:8]([CH2:22][C:23]1[CH:28]=[C:27]([F:29])[CH:26]=[CH:25][C:24]=1[F:30])[C:9](=[O:21])[CH2:10][C:11]1[C:16]([NH:17][C:18](=[O:20])[CH3:19])=[CH:15][CH:14]=[CH:13][N:12]=1)([CH3:4])([CH3:3])[CH3:2].C(O[BH-](OC(=O)C)OC(=O)C)(=O)C.[Li+]. (4) Given the product [CH3:41][O:42][C:10]([C@@H:9]1[C@@H:40]2[C@@H:5]([O:6][C:2]([CH3:1])([CH3:12])[O:39]2)[CH2:7][S:8]1)=[O:11], predict the reactants needed to synthesize it. The reactants are: [CH3:1][C:2]1([CH3:12])[O:6][C@H:5]2[CH2:7][S:8][C@H:9]([CH:10]=[O:11])[C@H]2O1.[Cr](O[Cr]([O-])(=O)=O)([O-])(=O)=O.[NH+]1C=CC=CC=1.[NH+]1C=CC=CC=1.S([O:39][CH3:40])(OC)(=O)=O.[C:41](=O)([O-])[O-:42].[K+].[K+]. (5) Given the product [ClH:16].[Cl:16][CH2:17][C:18](=[O:19])[CH2:20][S:13][C:11](=[NH:12])[CH:10]=[CH:9][C:6]1[CH:7]=[CH:8][C:3]([C:2]([F:1])([F:14])[F:15])=[CH:4][CH:5]=1, predict the reactants needed to synthesize it. The reactants are: [F:1][C:2]([F:15])([F:14])[C:3]1[CH:8]=[CH:7][C:6]([CH:9]=[CH:10][C:11](=[S:13])[NH2:12])=[CH:5][CH:4]=1.[Cl:16][CH2:17][C:18]([CH2:20]Cl)=[O:19]. (6) Given the product [CH3:29][N:20]([C:21]1[CH:22]=[N:23][CH:24]=[CH:25][CH:26]=1)[C:18]([N:15]1[CH2:16][CH2:17][N:12]([C:10]2[S:9][N:8]=[C:7]([C:1]3[CH:2]=[CH:3][CH:4]=[CH:5][CH:6]=3)[N:11]=2)[CH2:13][CH2:14]1)=[O:19], predict the reactants needed to synthesize it. The reactants are: [C:1]1([C:7]2[N:11]=[C:10]([N:12]3[CH2:17][CH2:16][N:15]([C:18]([NH:20][C:21]4[CH:22]=[N:23][CH:24]=[CH:25][CH:26]=4)=[O:19])[CH2:14][CH2:13]3)[S:9][N:8]=2)[CH:6]=[CH:5][CH:4]=[CH:3][CH:2]=1.[H-].[Na+].[CH3:29]I.[Cl-].[NH4+]. (7) Given the product [CH3:1][O:2][C:3]([C@@H:5]1[CH2:9][C@@H:8]([S:10]([C:13]2[CH:18]=[CH:17][CH:16]=[CH:15][C:14]=2[C:19]([F:20])([F:21])[F:22])(=[O:12])=[O:11])[CH2:7][N:6]1[C:23]1[N:32]([CH2:31][C:30]([F:35])([F:34])[F:29])[N:33]=[C:25]([CH3:26])[CH:24]=1)=[O:4], predict the reactants needed to synthesize it. The reactants are: [CH3:1][O:2][C:3]([C@@H:5]1[CH2:9][C@@H:8]([S:10]([C:13]2[CH:18]=[CH:17][CH:16]=[CH:15][C:14]=2[C:19]([F:22])([F:21])[F:20])(=[O:12])=[O:11])[CH2:7][N:6]1[C:23](=S)[CH2:24][C:25](=O)[CH3:26])=[O:4].[F:29][C:30]([F:35])([F:34])[CH2:31][NH:32][NH2:33]. (8) Given the product [CH3:25][N:26]([CH2:27][CH2:28][CH2:29][S:30][CH2:31][CH2:32][CH2:33][C:34]([F:40])([F:39])[C:35]([F:38])([F:37])[F:36])[CH2:2][CH2:3][CH2:4][CH2:5][CH2:6][C:7]1[C:13]2[CH:14]=[CH:15][C:16]([OH:18])=[CH:17][C:12]=2[CH2:11][CH2:10][CH2:9][C:8]=1[C:19]1[CH:20]=[N:21][CH:22]=[CH:23][CH:24]=1, predict the reactants needed to synthesize it. The reactants are: Br[CH2:2][CH2:3][CH2:4][CH2:5][CH2:6][C:7]1[C:13]2[CH:14]=[CH:15][C:16]([OH:18])=[CH:17][C:12]=2[CH2:11][CH2:10][CH2:9][C:8]=1[C:19]1[CH:20]=[N:21][CH:22]=[CH:23][CH:24]=1.[CH3:25][NH:26][CH2:27][CH2:28][CH2:29][S:30][CH2:31][CH2:32][CH2:33][C:34]([F:40])([F:39])[C:35]([F:38])([F:37])[F:36].